Task: Predict the product of the given reaction.. Dataset: Forward reaction prediction with 1.9M reactions from USPTO patents (1976-2016) Given the reactants CO[C:3]([C:5]1[N:6]([CH2:31][CH:32]=O)[CH:7]=[C:8]([C:20](=[O:30])[NH:21][CH2:22][C:23]2[CH:28]=[CH:27][C:26]([F:29])=[CH:25][CH:24]=2)[C:9](=[O:19])[C:10]=1[O:11][CH2:12][C:13]1[CH:18]=[CH:17][CH:16]=[CH:15][CH:14]=1)=[O:4].[NH2:34][C@@H:35]([CH3:45])[CH2:36][CH2:37][NH:38][CH:39]1[CH2:44][CH2:43][S:42][CH2:41][CH2:40]1.C(O)(=O)C, predict the reaction product. The product is: [F:29][C:26]1[CH:25]=[CH:24][C:23]([CH2:22][NH:21][C:20]([C:8]2[C:9](=[O:19])[C:10]([O:11][CH2:12][C:13]3[CH:18]=[CH:17][CH:16]=[CH:15][CH:14]=3)=[C:5]3[C:3](=[O:4])[N:34]4[C@@H:35]([CH3:45])[CH2:36][CH2:37][N:38]([CH:39]5[CH2:44][CH2:43][S:42][CH2:41][CH2:40]5)[C@@H:32]4[CH2:31][N:6]3[CH:7]=2)=[O:30])=[CH:28][CH:27]=1.